This data is from Forward reaction prediction with 1.9M reactions from USPTO patents (1976-2016). The task is: Predict the product of the given reaction. The product is: [CH3:7][S:8][C:9]1[CH:25]=[CH:24][CH:23]=[CH:22][C:10]=1[N:11]1[C:2](=[O:3])[C:1](=[O:5])[N:14]([O:15][CH2:16][C:17]([O:19][CH2:20][CH3:21])=[O:18])[C:12]1=[S:13]. Given the reactants [C:1](Cl)(=[O:5])[C:2](Cl)=[O:3].[CH3:7][S:8][C:9]1[CH:25]=[CH:24][CH:23]=[CH:22][C:10]=1[NH:11][C:12]([NH:14][O:15][CH2:16][C:17]([O:19][CH2:20][CH3:21])=[O:18])=[S:13], predict the reaction product.